Dataset: Full USPTO retrosynthesis dataset with 1.9M reactions from patents (1976-2016). Task: Predict the reactants needed to synthesize the given product. (1) Given the product [OH:28][C:19]1[CH:20]=[C:21]2[C:16](=[CH:17][CH:18]=1)[N:15]=[C:14]([C:7]1[CH:8]=[CH:9][C:4]([C:1]([OH:3])=[O:2])=[CH:5][CH:6]=1)[C:23]([C:24]([F:27])([F:25])[F:26])=[CH:22]2, predict the reactants needed to synthesize it. The reactants are: [C:1]([C:4]1[CH:9]=[CH:8][C:7](B(O)O)=[CH:6][CH:5]=1)([OH:3])=[O:2].Cl[C:14]1[C:23]([C:24]([F:27])([F:26])[F:25])=[CH:22][C:21]2[C:16](=[CH:17][CH:18]=[C:19]([OH:28])[CH:20]=2)[N:15]=1. (2) The reactants are: Cl.Cl.[CH2:3]([O:5][C:6](=[O:28])[CH2:7][C:8]1[CH:13]=[CH:12][N:11]=[C:10]([C:14]2[CH:19]=[CH:18][C:17]([C:20]([F:23])([F:22])[F:21])=[CH:16][C:15]=2[CH2:24][NH:25][CH2:26][CH3:27])[CH:9]=1)[CH3:4].[CH:29]1([C:33](Cl)=[O:34])[CH2:32][CH2:31][CH2:30]1. Given the product [CH2:3]([O:5][C:6](=[O:28])[CH2:7][C:8]1[CH:13]=[CH:12][N:11]=[C:10]([C:14]2[CH:19]=[CH:18][C:17]([C:20]([F:21])([F:23])[F:22])=[CH:16][C:15]=2[CH2:24][N:25]([C:33]([CH:29]2[CH2:32][CH2:31][CH2:30]2)=[O:34])[CH2:26][CH3:27])[CH:9]=1)[CH3:4], predict the reactants needed to synthesize it. (3) Given the product [NH:32]1[C:33]2[C:38](=[CH:37][CH:36]=[CH:35][CH:34]=2)[C:30]([N:24]2[CH2:25][CH2:26][N:27]([CH2:8][CH2:9][CH2:10][C:11]3[CH:12]=[C:13]4[C:18](=[CH:19][CH:20]=3)[NH:17][C:16](=[O:21])[CH2:15][CH:14]4[CH3:22])[CH2:28][CH2:29]2)=[N:31]1, predict the reactants needed to synthesize it. The reactants are: C(=O)([O-])[O-].[Na+].[Na+].Cl[CH2:8][CH2:9][CH2:10][C:11]1[CH:12]=[C:13]2[C:18](=[CH:19][CH:20]=1)[NH:17][C:16](=[O:21])[CH2:15][CH:14]2[CH3:22].Cl.[N:24]1([C:30]2[C:38]3[C:33](=[CH:34][CH:35]=[CH:36][CH:37]=3)[NH:32][N:31]=2)[CH2:29][CH2:28][NH:27][CH2:26][CH2:25]1. (4) The reactants are: [Br:1][C:2]1[C:13]([CH3:14])=[CH:12][C:5]([O:6][CH2:7][CH:8]2[CH2:11][NH:10][CH2:9]2)=[CH:4][C:3]=1[CH3:15].CCN(C(C)C)C(C)C.[CH3:25][S:26](Cl)(=[O:28])=[O:27]. Given the product [Br:1][C:2]1[C:13]([CH3:14])=[CH:12][C:5]([O:6][CH2:7][CH:8]2[CH2:11][N:10]([S:26]([CH3:25])(=[O:28])=[O:27])[CH2:9]2)=[CH:4][C:3]=1[CH3:15], predict the reactants needed to synthesize it.